This data is from Reaction yield outcomes from USPTO patents with 853,638 reactions. The task is: Predict the reaction yield, written as a fraction of the theoretical maximum amount of product (1.0 means a 100% yield; for example, 0.34 means a 34% yield). (1) The reactants are [C:1]([O:5][C:6]([N:8]1[CH2:12][C:11]([CH3:14])([CH3:13])[CH2:10][CH:9]1[C:15]([OH:17])=[O:16])=[O:7])([CH3:4])([CH3:3])[CH3:2].O[N:19]1[C:23](=[O:24])[CH2:22][CH2:21][C:20]1=[O:25].C(N=C=NC(C)C)(C)C. The catalyst is C1COCC1. The product is [O:25]=[C:20]1[CH2:21][CH2:22][C:23](=[O:24])[N:19]1[O:16][C:15]([CH:9]1[CH2:10][C:11]([CH3:14])([CH3:13])[CH2:12][N:8]1[C:6]([O:5][C:1]([CH3:4])([CH3:2])[CH3:3])=[O:7])=[O:17]. The yield is 0.700. (2) The reactants are FC(F)(F)C([NH:5][CH2:6][CH2:7][C:8]1[N:9]=[CH:10][N:11]([C:13]([C:26]2[CH:31]=[CH:30][CH:29]=[CH:28][CH:27]=2)([C:20]2[CH:25]=[CH:24][CH:23]=[CH:22][CH:21]=2)[C:14]2[CH:19]=[CH:18][CH:17]=[CH:16][CH:15]=2)[CH:12]=1)=O.[OH-].[Na+]. The yield is 0.820. The product is [C:13]([N:11]1[CH:12]=[C:8]([CH2:7][CH2:6][NH2:5])[N:9]=[CH:10]1)([C:26]1[CH:27]=[CH:28][CH:29]=[CH:30][CH:31]=1)([C:20]1[CH:21]=[CH:22][CH:23]=[CH:24][CH:25]=1)[C:14]1[CH:19]=[CH:18][CH:17]=[CH:16][CH:15]=1. The catalyst is O1CCCC1.CO.O. (3) The yield is 0.780. The reactants are [CH3:1][O:2][C:3](=[O:17])[CH2:4][CH:5]1[CH2:14][C:13]2[C:8](=[CH:9][C:10]([OH:15])=[CH:11][CH:12]=2)[NH:7][C:6]1=[O:16].C(N(CC)CC)C.[F:25][C:26]([F:39])([F:38])[S:27](O[S:27]([C:26]([F:39])([F:38])[F:25])(=[O:29])=[O:28])(=[O:29])=[O:28].CCOC(C)=O.CCCCCC. The catalyst is O1CCOCC1. The product is [CH3:1][O:2][C:3](=[O:17])[CH2:4][CH:5]1[CH2:14][C:13]2[C:8](=[CH:9][C:10]([O:15][S:27]([C:26]([F:39])([F:38])[F:25])(=[O:29])=[O:28])=[CH:11][CH:12]=2)[NH:7][C:6]1=[O:16]. (4) The yield is 1.14. The product is [Br:11][C:10]1[C:2]2[NH:1][C:13](=[O:14])[O:5][C:4](=[O:6])[C:3]=2[CH:7]=[C:8]([Cl:12])[CH:9]=1. The reactants are [NH2:1][C:2]1[C:10]([Br:11])=[CH:9][C:8]([Cl:12])=[CH:7][C:3]=1[C:4]([OH:6])=[O:5].[C:13](Cl)(Cl)=[O:14]. The catalyst is O1CCOCC1. (5) The reactants are [CH3:1][C:2]1([CH3:39])[CH2:11][CH2:10][C:9]([CH3:13])([CH3:12])[C:8]2[CH:7]=[C:6]([Se:14][C:15]#[C:16][C:17]3[CH:26]=[CH:25][C:20]([C:21]([O:23]C)=[O:22])=[CH:19][CH:18]=3)[CH:5]=[C:4]([O:27][CH2:28][C:29]3[CH:34]=[CH:33][C:32]([C:35]([F:38])([F:37])[F:36])=[CH:31][CH:30]=3)[C:3]1=2.[OH-].[Na+]. No catalyst specified. The product is [CH3:1][C:2]1([CH3:39])[CH2:11][CH2:10][C:9]([CH3:12])([CH3:13])[C:8]2[CH:7]=[C:6]([Se:14][C:15]#[C:16][C:17]3[CH:26]=[CH:25][C:20]([C:21]([OH:23])=[O:22])=[CH:19][CH:18]=3)[CH:5]=[C:4]([O:27][CH2:28][C:29]3[CH:34]=[CH:33][C:32]([C:35]([F:36])([F:38])[F:37])=[CH:31][CH:30]=3)[C:3]1=2. The yield is 0.720. (6) The reactants are [Cl-].[Li+].CON(C)[C:6]([C:8]1[O:12][CH:11]=[N:10][C:9]=1[CH3:13])=[O:7].[C:15]1([Mg]Br)[CH:20]=[CH:19][CH:18]=[CH:17][CH:16]=1.Cl. The catalyst is C(OCC)C.[Cu]I.O. The product is [CH3:13][C:9]1[N:10]=[CH:11][O:12][C:8]=1[C:6]([C:15]1[CH:20]=[CH:19][CH:18]=[CH:17][CH:16]=1)=[O:7]. The yield is 0.300. (7) The reactants are ClC1C=CC=CC=1C([N:10]([C:14]1[C:15]([C:19]2[CH:24]=[CH:23][C:22]([CH2:25]Cl)=[CH:21][CH:20]=2)=[N:16][O:17][CH:18]=1)[C:11](=[O:13])[O-:12])C.[ClH:27].[NH2:28][CH2:29][CH2:30][C:31]([O:33][CH3:34])=[O:32].[C:35](=[O:38])([O-])[O-:36].[K+].[K+].Cl. The catalyst is CN(C)C=O. The product is [Cl:27][C:20]1[CH:21]=[CH:22][CH:23]=[CH:24][C:19]=1[CH:15]([O:12][C:11]([NH:10][C:14]1[C:15]([C:19]2[CH:20]=[CH:21][C:22]([CH2:25][O:36][C:35]([NH:28][CH2:29][CH2:30][C:31]([O:33][CH3:34])=[O:32])=[O:38])=[CH:23][CH:24]=2)=[N:16][O:17][CH:18]=1)=[O:13])[CH3:14]. The yield is 0.110. (8) The reactants are [CH2:1]([OH:8])[C:2]1[CH:7]=[CH:6][CH:5]=[CH:4][CH:3]=1.C(O[C@@H:13]1[O:25][C@H:24]([CH2:26][O:27][C:28](=[O:30])[CH3:29])[C@@H:19]([O:20][C:21](=[O:23])[CH3:22])[C@H:14]1[O:15][C:16](=[O:18])[CH3:17])(=O)C.O. The catalyst is C(OCC)(=O)C.[Cl-].[Zn+2].[Cl-]. The product is [C:16]([O:15][C@@H:14]1[C@H:19]([O:20][C:21](=[O:23])[CH3:22])[C@@H:24]([CH2:26][O:27][C:28](=[O:30])[CH3:29])[O:25][C@H:13]1[O:8][CH2:1][C:2]1[CH:7]=[CH:6][CH:5]=[CH:4][CH:3]=1)(=[O:18])[CH3:17]. The yield is 0.851. (9) The reactants are [Li+].C[Si]([N-][Si](C)(C)C)(C)C.[C:11]1([N:17]2[CH2:22][CH2:21][C:20](=[O:23])[CH2:19][CH2:18]2)[CH:16]=[CH:15][CH:14]=[CH:13][CH:12]=1.C1(N([S:31]([C:34]([F:37])([F:36])[F:35])(=[O:33])=[O:32])[S:31]([C:34]([F:37])([F:36])[F:35])(=[O:33])=[O:32])C=CC=CC=1. The catalyst is C1COCC1. The product is [F:35][C:34]([F:37])([F:36])[S:31]([O:23][C:20]1[CH2:21][CH2:22][N:17]([C:11]2[CH:16]=[CH:15][CH:14]=[CH:13][CH:12]=2)[CH2:18][CH:19]=1)(=[O:33])=[O:32]. The yield is 0.580.